Dataset: Forward reaction prediction with 1.9M reactions from USPTO patents (1976-2016). Task: Predict the product of the given reaction. (1) The product is: [OH:40][CH2:39][C@H:38]([NH:37][C:31](=[O:32])[C:30]1[CH:34]=[CH:35][CH:36]=[C:28]([S:27][CH2:26][C:16]2[C:17]3[CH2:18][CH2:19][CH2:20][C:21](=[O:25])[C:22]=3[CH:23]=[CH:24][C:15]=2[O:14][C@@H:7]([C:8]2[CH:9]=[CH:10][CH:11]=[CH:12][CH:13]=2)[CH2:6][N:1]2[CH:5]=[CH:4][N:3]=[CH:2]2)[CH:29]=1)[CH2:41][CH3:42]. Given the reactants [N:1]1([CH2:6][C@@H:7]([O:14][C:15]2[CH:24]=[CH:23][C:22]3[C:21](=[O:25])[CH2:20][CH2:19][CH2:18][C:17]=3[C:16]=2[CH2:26][S:27][C:28]2[CH:29]=[C:30]([CH:34]=[CH:35][CH:36]=2)[C:31](O)=[O:32])[C:8]2[CH:13]=[CH:12][CH:11]=[CH:10][CH:9]=2)[CH:5]=[CH:4][N:3]=[CH:2]1.[NH2:37][C@H:38]([CH2:41][CH3:42])[CH2:39][OH:40], predict the reaction product. (2) The product is: [N:12]1([C:6]2[CH:11]=[CH:10][C:9]([S:1]([OH:3])(=[O:5])=[O:2])=[CH:8][CH:7]=2)[CH2:16][CH2:15][CH2:14][CH2:13]1. Given the reactants [S:1](=[O:5])(=O)([OH:3])[OH:2].[C:6]1([N:12]2[CH2:16][CH2:15][CH2:14][CH2:13]2)[CH:11]=[CH:10][CH:9]=[CH:8][CH:7]=1, predict the reaction product.